Task: Predict the reactants needed to synthesize the given product.. Dataset: Full USPTO retrosynthesis dataset with 1.9M reactions from patents (1976-2016) (1) Given the product [CH:1]1([CH2:6][CH:7]([N:11]2[C:16](=[O:17])[CH:15]=[C:14]([O:18][C:19]3[C:24](=[O:25])[CH:23]=[CH:22][O:21][C:20]=3[CH3:26])[CH:13]=[N:12]2)[C:8]([NH:39][C:36]2[CH:37]=[CH:38][N:34]([CH2:33][C@@H:31]3[CH2:30][O:29][C:28]([CH3:40])([CH3:27])[O:32]3)[N:35]=2)=[O:9])[CH2:2][CH2:3][CH2:4][CH2:5]1, predict the reactants needed to synthesize it. The reactants are: [CH:1]1([CH2:6][CH:7]([N:11]2[C:16](=[O:17])[CH:15]=[C:14]([O:18][C:19]3[C:24](=[O:25])[CH:23]=[CH:22][O:21][C:20]=3[CH3:26])[CH:13]=[N:12]2)[C:8](O)=[O:9])[CH2:5][CH2:4][CH2:3][CH2:2]1.[CH3:27][C:28]1([CH3:40])[O:32][C@H:31]([CH2:33][N:34]2[CH:38]=[CH:37][C:36]([NH2:39])=[N:35]2)[CH2:30][O:29]1. (2) Given the product [CH3:13][O:12][C:6]1[CH:5]=[C:4]2[C:9]([N:10]=[CH:11][C:2]([O:29][CH2:28][CH2:27][N:24]3[CH2:23][CH2:22][CH:21]([NH:20][CH2:19][C:39]4[CH:40]=[CH:41][C:35]5[S:34][CH2:33][C:32](=[O:31])[NH:37][C:36]=5[CH:38]=4)[CH2:26][CH2:25]3)=[N:3]2)=[CH:8][CH:7]=1, predict the reactants needed to synthesize it. The reactants are: Cl[C:2]1[CH:11]=[N:10][C:9]2[C:4](=[CH:5][C:6]([O:12][CH3:13])=[CH:7][CH:8]=2)[N:3]=1.C(O[C:19](=O)[NH:20][CH:21]1[CH2:26][CH2:25][N:24]([CH2:27][CH2:28][OH:29])[CH2:23][CH2:22]1)(C)(C)C.[O:31]=[C:32]1[NH:37][C:36]2[CH:38]=[C:39](C=O)[CH:40]=[CH:41][C:35]=2[S:34][CH2:33]1. (3) Given the product [ClH:42].[CH3:40][O:39][C:37](=[O:38])[C@@H:36]([NH:41][C:23]([C:19]1[C:20]([CH3:22])=[N:21][C:16]([NH:15][CH2:14][C:9]2[CH:10]=[CH:11][CH:12]=[CH:13][C:8]=2[C:4]2[CH:5]=[CH:6][CH:7]=[C:2]([OH:1])[CH:3]=2)=[N:17][C:18]=1[CH3:26])=[O:25])[CH2:35][NH2:34], predict the reactants needed to synthesize it. The reactants are: [OH:1][C:2]1[CH:3]=[C:4]([C:8]2[CH:13]=[CH:12][CH:11]=[CH:10][C:9]=2[CH2:14][NH:15][C:16]2[N:21]=[C:20]([CH3:22])[C:19]([C:23]([OH:25])=O)=[C:18]([CH3:26])[N:17]=2)[CH:5]=[CH:6][CH:7]=1.CC(OC([NH:34][CH2:35][C@H:36]([NH2:41])[C:37]([O:39][CH3:40])=[O:38])=O)(C)C.[ClH:42].C(N(CC)CC)C.C1C=CC2N(O)N=NC=2C=1.CN(C(ON1N=NC2C=CC=CC1=2)=[N+](C)C)C.F[P-](F)(F)(F)(F)F. (4) Given the product [Cl:25][C:18]1[CH:19]=[C:20]([CH:21]=[CH:22][C:17]=1[Cl:16])[CH2:23][N:10]1[CH2:9][C@H:8]([CH2:11][CH:12]([CH3:14])[CH3:13])[NH:7][C:6](=[O:15])[C@@H:5]1[CH2:1][CH:2]([CH3:4])[CH3:3], predict the reactants needed to synthesize it. The reactants are: [CH2:1]([C@@H:5]1[NH:10][CH2:9][C@H:8]([CH2:11][CH:12]([CH3:14])[CH3:13])[NH:7][C:6]1=[O:15])[CH:2]([CH3:4])[CH3:3].[Cl:16][C:17]1[CH:22]=[CH:21][C:20]([CH2:23]Cl)=[CH:19][C:18]=1[Cl:25].FC1C=CC(CN2C[C@H](CC(C)C)NC(=O)[C@@H]2CC(C)C)=C(C(F)(F)F)C=1. (5) Given the product [N+:1]([C:4]1[CH:5]=[C:6]2[C:10](=[CH:11][CH:12]=1)[NH:9][CH:8]=[C:7]2[C:13]#[N:16])([O-:3])=[O:2], predict the reactants needed to synthesize it. The reactants are: [N+:1]([C:4]1[CH:5]=[C:6]2[C:10](=[CH:11][CH:12]=1)[NH:9][CH:8]=[C:7]2[CH:13]=O)([O-:3])=[O:2].Cl.[NH2:16]O.[OH-].[Na+]. (6) Given the product [CH3:1][S:2]([C:5]1[CH:6]=[CH:7][C:8]2[C:9]3[N:30]=[CH:29][C:28]([C:31]4[N:57]([CH3:56])[N:58]=[N:33][C:32]=4[CH3:37])=[CH:27][C:10]=3[N:11]([C@@H:14]([CH:21]3[CH2:22][CH2:23][O:24][CH2:25][CH2:26]3)[C:15]3[CH:20]=[CH:19][CH:18]=[CH:17][CH:16]=3)[C:12]=2[CH:13]=1)(=[O:4])=[O:3], predict the reactants needed to synthesize it. The reactants are: [CH3:1][S:2]([C:5]1[CH:6]=[CH:7][C:8]2[C:9]3[N:30]=[CH:29][C:28]([C:31]4[C:32]([CH3:37])=[N:33]OC=4C)=[CH:27][C:10]=3[N:11]([C@@H:14]([CH:21]3[CH2:26][CH2:25][O:24][CH2:23][CH2:22]3)[C:15]3[CH:20]=[CH:19][CH:18]=[CH:17][CH:16]=3)[C:12]=2[CH:13]=1)(=[O:4])=[O:3].CS(C1C=CC2C3N=CC(C4N(C)[N:58]=[N:57][C:56]=4C)=CC=3NC=2C=1)(=O)=O. (7) Given the product [Cl:1][C:2]1[CH:3]=[C:4]2[C:12](=[CH:13][CH:14]=1)[NH:11][C:10]1[CH:9]([NH:15][C:23]([C:21]3[CH:20]=[CH:19][CH:18]=[C:17]([CH3:16])[N:22]=3)=[O:24])[CH2:8][CH2:7][CH2:6][C:5]2=1, predict the reactants needed to synthesize it. The reactants are: [Cl:1][C:2]1[CH:3]=[C:4]2[C:12](=[CH:13][CH:14]=1)[NH:11][C:10]1[CH:9]([NH2:15])[CH2:8][CH2:7][CH2:6][C:5]2=1.[CH3:16][C:17]1[N:22]=[C:21]([C:23](O)=[O:24])[CH:20]=[CH:19][CH:18]=1.CN(C=O)C.CCN=C=NCCCN(C)C.